Task: Predict the product of the given reaction.. Dataset: Forward reaction prediction with 1.9M reactions from USPTO patents (1976-2016) (1) Given the reactants [Cl:1][C:2]1[CH:7]=[CH:6][C:5]([C:8]2[N:12]([CH:13]([CH:16]3[CH2:21][CH2:20][CH2:19][CH2:18][CH2:17]3)[CH2:14][OH:15])[C:11]3[CH:22]=[C:23]([F:27])[C:24]([F:26])=[CH:25][C:10]=3[N:9]=2)=[CH:4][CH:3]=1.[CH3:28][O:29][C:30](=[O:40])[C:31]1[CH:36]=[C:35]([F:37])[C:34](O)=[C:33]([Cl:39])[CH:32]=1.N(C(OC(C)(C)C)=O)=NC(OC(C)(C)C)=O, predict the reaction product. The product is: [CH3:28][O:29][C:30](=[O:40])[C:31]1[CH:36]=[C:35]([F:37])[C:34]([O:15][CH2:14][CH:13]([N:12]2[C:11]3[CH:22]=[C:23]([F:27])[C:24]([F:26])=[CH:25][C:10]=3[N:9]=[C:8]2[C:5]2[CH:6]=[CH:7][C:2]([Cl:1])=[CH:3][CH:4]=2)[CH:16]2[CH2:17][CH2:18][CH2:19][CH2:20][CH2:21]2)=[C:33]([Cl:39])[CH:32]=1. (2) Given the reactants [NH2:1][CH2:2][C@H:3]1[C@H:11]2[N:6]([C:7]3[CH:15]=[CH:14][C:13]([N:16]4[CH2:21][CH2:20][O:19][CH2:18][C:17]4=[O:22])=[CH:12][C:8]=3[O:9][CH2:10]2)[C:5](=[O:23])[O:4]1.[Cl:24][C:25]1[CH:33]=[CH:32][C:28]([C:29](O)=[O:30])=[CH:27][CH:26]=1.CN(C(ON1N=NC2C=CC=NC1=2)=[N+](C)C)C.F[P-](F)(F)(F)(F)F, predict the reaction product. The product is: [Cl:24][C:25]1[CH:33]=[CH:32][C:28]([C:29]([NH:1][CH2:2][C@H:3]2[C@H:11]3[N:6]([C:7]4[CH:15]=[CH:14][C:13]([N:16]5[CH2:21][CH2:20][O:19][CH2:18][C:17]5=[O:22])=[CH:12][C:8]=4[O:9][CH2:10]3)[C:5](=[O:23])[O:4]2)=[O:30])=[CH:27][CH:26]=1. (3) Given the reactants [C:1]([NH:4][C:5]1[CH:14]=[C:13]2[C:8]([CH:9]=[CH:10][N:11]3[C:17]([C:18]([OH:20])=O)=[C:16]([C:21]4[CH:26]=[CH:25][C:24]([Cl:27])=[CH:23][C:22]=4[Cl:28])[N:15]=[C:12]32)=[CH:7][N:6]=1)(=[O:3])[CH3:2].C[N:30](C(ON1N=NC2C=CC=CC1=2)=[N+](C)C)C.[B-](F)(F)(F)F.N, predict the reaction product. The product is: [C:1]([NH:4][C:5]1[CH:14]=[C:13]2[C:8]([CH:9]=[CH:10][N:11]3[C:17]([C:18]([NH2:30])=[O:20])=[C:16]([C:21]4[CH:26]=[CH:25][C:24]([Cl:27])=[CH:23][C:22]=4[Cl:28])[N:15]=[C:12]32)=[CH:7][N:6]=1)(=[O:3])[CH3:2]. (4) The product is: [C:9]([O:13][C:14]([N:16]1[CH2:21][CH2:20][CH:19]([NH:1][C:2]2[CH:7]=[CH:6][CH:5]=[CH:4][C:3]=2[OH:8])[CH2:18][CH2:17]1)=[O:15])([CH3:12])([CH3:10])[CH3:11]. Given the reactants [NH2:1][C:2]1[CH:7]=[CH:6][CH:5]=[CH:4][C:3]=1[OH:8].[C:9]([O:13][C:14]([N:16]1[CH2:21][CH2:20][C:19](=O)[CH2:18][CH2:17]1)=[O:15])([CH3:12])([CH3:11])[CH3:10].C(O[BH-](OC(=O)C)OC(=O)C)(=O)C.[Na+], predict the reaction product.